Task: Predict which catalyst facilitates the given reaction.. Dataset: Catalyst prediction with 721,799 reactions and 888 catalyst types from USPTO (1) Reactant: [CH:1]1([N:5]2[C:9]3=[N:10][CH:11]=[CH:12][CH:13]=[C:8]3[C:7]([C:14]#[N:15])=[CH:6]2)[CH2:4][CH2:3][CH2:2]1.ClC1C=C(C=CC=1)C(OO)=[O:21]. Product: [C:14]([C:7]1[C:8]2[C:9](=[N+:10]([O-:21])[CH:11]=[CH:12][CH:13]=2)[N:5]([CH:1]2[CH2:4][CH2:3][CH2:2]2)[CH:6]=1)#[N:15]. The catalyst class is: 2. (2) Reactant: [Cl:1][C:2]1[CH:16]=[C:15]([CH2:17][N:18]2[CH2:22][CH2:21][CH:20]([C:23]3[CH:28]=[CH:27][CH:26]=[CH:25][CH:24]=3)[CH2:19]2)[CH:14]=[CH:13][C:3]=1[O:4][C:5]1[CH:12]=[CH:11][C:8]([C:9]#[N:10])=[CH:7][N:6]=1.C(=O)([O-])[O-:30].[K+].[K+].OO. Product: [Cl:1][C:2]1[CH:16]=[C:15]([CH2:17][N:18]2[CH2:22][CH2:21][CH:20]([C:23]3[CH:28]=[CH:27][CH:26]=[CH:25][CH:24]=3)[CH2:19]2)[CH:14]=[CH:13][C:3]=1[O:4][C:5]1[CH:12]=[CH:11][C:8]([C:9]([NH2:10])=[O:30])=[CH:7][N:6]=1. The catalyst class is: 16. (3) Reactant: Cl[C:2]1[N:7]2[C:8]3[N:14]=[CH:13][CH:12]=[CH:11][C:9]=3[N:10]=[C:6]2[C:5]([C:15]#[N:16])=[C:4]([CH3:17])[C:3]=1[C:18]1[CH:23]=[CH:22][CH:21]=[CH:20][CH:19]=1.[NH:24]1[CH2:29][CH2:28][NH:27][CH2:26][CH2:25]1.C(N(CC)CC)C. Product: [CH3:17][C:4]1[C:3]([C:18]2[CH:23]=[CH:22][CH:21]=[CH:20][CH:19]=2)=[C:2]([N:24]2[CH2:29][CH2:28][NH:27][CH2:26][CH2:25]2)[N:7]2[C:8]3[N:14]=[CH:13][CH:12]=[CH:11][C:9]=3[N:10]=[C:6]2[C:5]=1[C:15]#[N:16]. The catalyst class is: 9. (4) Reactant: [C:1]1([C:7]2[CH:11]=[CH:10][NH:9][C:8]=2[C:12]([N:14]2[CH2:19][CH2:18][N:17]([C:20]3[CH:21]=[C:22]([CH:25]=[CH:26][CH:27]=3)[C:23]#[N:24])[CH2:16][CH2:15]2)=[O:13])[CH:6]=[CH:5][CH:4]=[CH:3][CH:2]=1.[H-].[Na+].Br[CH2:31][C:32]([O:34][CH3:35])=[O:33]. Product: [C:23]([C:22]1[CH:21]=[C:20]([N:17]2[CH2:18][CH2:19][N:14]([C:12]([C:8]3[N:9]([CH2:31][C:32]([O:34][CH3:35])=[O:33])[CH:10]=[CH:11][C:7]=3[C:1]3[CH:6]=[CH:5][CH:4]=[CH:3][CH:2]=3)=[O:13])[CH2:15][CH2:16]2)[CH:27]=[CH:26][CH:25]=1)#[N:24]. The catalyst class is: 9. (5) Reactant: [OH-].[Na+].[CH3:3][N:4]([CH3:27])[C@H:5]1[CH2:10][CH2:9][CH2:8][N:7]([C:11](=[O:26])[CH2:12][CH2:13][C:14]2[N:15]([CH2:19][CH2:20][C:21]([O:23]CC)=[O:22])[CH:16]=[CH:17][N:18]=2)[CH2:6]1.[ClH:28]. Product: [ClH:28].[CH3:27][N:4]([CH3:3])[C@H:5]1[CH2:10][CH2:9][CH2:8][N:7]([C:11](=[O:26])[CH2:12][CH2:13][C:14]2[N:15]([CH2:19][CH2:20][C:21]([OH:23])=[O:22])[CH:16]=[CH:17][N:18]=2)[CH2:6]1. The catalyst class is: 6.